This data is from Peptide-MHC class I binding affinity with 185,985 pairs from IEDB/IMGT. The task is: Regression. Given a peptide amino acid sequence and an MHC pseudo amino acid sequence, predict their binding affinity value. This is MHC class I binding data. (1) The peptide sequence is PSDFFPSVR. The MHC is Patr-A0401 with pseudo-sequence Patr-A0401. The binding affinity (normalized) is 0.103. (2) The peptide sequence is APDGFYPFK. The MHC is HLA-A11:01 with pseudo-sequence HLA-A11:01. The binding affinity (normalized) is 0.490.